This data is from Reaction yield outcomes from USPTO patents with 853,638 reactions. The task is: Predict the reaction yield, written as a fraction of the theoretical maximum amount of product (1.0 means a 100% yield; for example, 0.34 means a 34% yield). (1) The reactants are C(P1(=O)OP(CCC)(=O)OP(CCC)(=O)O1)CC.[CH2:19]([O:21][C:22]1[CH:31]=[C:30]2[C:25]([C:26]([C:55]([OH:57])=O)=[C:27]([CH2:42][N:43]3[CH2:48][CH2:47][CH:46]([N:49]4[CH2:54][CH2:53][O:52][CH2:51][CH2:50]4)[CH2:45][CH2:44]3)[C:28]([C:32]3[CH:37]=[CH:36][CH:35]=[C:34]([C:38]([F:41])([F:40])[F:39])[CH:33]=3)=[N:29]2)=[CH:24][C:23]=1[S:58]([CH:61]([CH3:63])[CH3:62])(=[O:60])=[O:59])[CH3:20].[F:64][C:65]([F:75])([F:74])[C@H:66]([NH2:73])[C:67]1[CH:72]=[CH:71][CH:70]=[CH:69][CH:68]=1.C(N(CC)C(C)C)(C)C. The catalyst is C(OCC)(=O)C.ClCCl.C(=O)(O)[O-].[Na+]. The product is [CH2:19]([O:21][C:22]1[CH:31]=[C:30]2[C:25]([C:26]([C:55]([NH:73][C@H:66]([C:67]3[CH:72]=[CH:71][CH:70]=[CH:69][CH:68]=3)[C:65]([F:64])([F:74])[F:75])=[O:57])=[C:27]([CH2:42][N:43]3[CH2:44][CH2:45][CH:46]([N:49]4[CH2:54][CH2:53][O:52][CH2:51][CH2:50]4)[CH2:47][CH2:48]3)[C:28]([C:32]3[CH:37]=[CH:36][CH:35]=[C:34]([C:38]([F:41])([F:40])[F:39])[CH:33]=3)=[N:29]2)=[CH:24][C:23]=1[S:58]([CH:61]([CH3:63])[CH3:62])(=[O:59])=[O:60])[CH3:20]. The yield is 0.340. (2) The reactants are [CH:1]1([N:7]2[C:11]([CH2:12][CH2:13][CH2:14][CH2:15][O:16][C:17]3[CH:18]=[C:19]4[C:24](=[CH:25][CH:26]=3)[NH:23][C:22](=[O:27])[CH2:21][CH2:20]4)=[N:10][N:9]=[N:8]2)[CH2:6][CH2:5][CH2:4][CH2:3][CH2:2]1.N1C=CC=CC=1.[Cl:34][CH2:35][CH2:36][CH2:37][C:38](Cl)=[O:39]. The catalyst is C(Cl)(Cl)Cl.C(Cl)Cl. The product is [Cl:34][CH2:35][CH2:36][CH2:37][C:38]([N:23]1[C:24]2[C:19](=[CH:18][C:17]([O:16][CH2:15][CH2:14][CH2:13][CH2:12][C:11]3[N:7]([CH:1]4[CH2:6][CH2:5][CH2:4][CH2:3][CH2:2]4)[N:8]=[N:9][N:10]=3)=[CH:26][CH:25]=2)[CH2:20][CH2:21][C:22]1=[O:27])=[O:39]. The yield is 0.420. (3) The reactants are [CH:1]([N:4]1[C:8]([C:9]2[N:18]=[C:17]3[N:11]([CH2:12][CH2:13][O:14][C:15]4[CH:22]=[C:21]([O:23]C)[N:20]=[CH:19][C:16]=43)[CH:10]=2)=[N:7][C:6]([CH3:25])=[N:5]1)([CH3:3])[CH3:2]. The catalyst is Br.C(O)(=O)C. The product is [CH:1]([N:4]1[C:8]([C:9]2[N:18]=[C:17]3[N:11]([CH2:12][CH2:13][O:14][C:15]4[CH:22]=[C:21]([OH:23])[N:20]=[CH:19][C:16]=43)[CH:10]=2)=[N:7][C:6]([CH3:25])=[N:5]1)([CH3:3])[CH3:2]. The yield is 1.00. (4) The reactants are [C:1]1([CH2:7][O:8][C:9]2[CH:10]=[C:11]3[C:15](=[CH:16][CH:17]=2)[NH:14][CH:13]=[CH:12]3)[CH:6]=[CH:5][CH:4]=[CH:3][CH:2]=1.[C:18]1([S:24](Cl)(=[O:26])=[O:25])[CH:23]=[CH:22][CH:21]=[CH:20][CH:19]=1.[OH-].[Na+]. The catalyst is C1(C)C=CC=CC=1.[Br-].C([N+](CCCC)(CCCC)CCCC)CCC.O. The yield is 0.870. The product is [C:1]1([CH2:7][O:8][C:9]2[CH:10]=[C:11]3[C:15](=[CH:16][CH:17]=2)[N:14]([S:24]([C:18]2[CH:23]=[CH:22][CH:21]=[CH:20][CH:19]=2)(=[O:26])=[O:25])[CH:13]=[CH:12]3)[CH:2]=[CH:3][CH:4]=[CH:5][CH:6]=1. (5) The reactants are B(F)(F)F.CCOCC.[C:10]([C:14]1[CH:15]=[C:16]([C:20]2(O)[CH2:25][CH2:24][C:23](=[CH2:26])[CH2:22][CH2:21]2)[CH:17]=[CH:18][CH:19]=1)([CH3:13])([CH3:12])[CH3:11].[N:28]([Si](C)(C)C)=[N+:29]=[N-:30].C(OCC)(=O)C. The catalyst is C(OCC)C.[Cl-].[NH4+]. The product is [N:28]([C:20]1([C:16]2[CH:17]=[CH:18][CH:19]=[C:14]([C:10]([CH3:13])([CH3:12])[CH3:11])[CH:15]=2)[CH2:25][CH2:24][C:23](=[CH2:26])[CH2:22][CH2:21]1)=[N+:29]=[N-:30]. The yield is 0.370.